Dataset: Full USPTO retrosynthesis dataset with 1.9M reactions from patents (1976-2016). Task: Predict the reactants needed to synthesize the given product. (1) Given the product [Br:19][C:20]1[CH:21]=[C:22]([CH:23]=[CH:24][CH:25]=1)[CH2:26][NH:27][C:16](=[O:18])[CH2:15][N:11]([CH:12]([CH3:13])[CH3:14])[S:8]([C:5]1[CH:4]=[CH:3][C:2]([F:1])=[CH:7][CH:6]=1)(=[O:9])=[O:10], predict the reactants needed to synthesize it. The reactants are: [F:1][C:2]1[CH:7]=[CH:6][C:5]([S:8]([N:11]([CH2:15][C:16]([OH:18])=O)[CH:12]([CH3:14])[CH3:13])(=[O:10])=[O:9])=[CH:4][CH:3]=1.[Br:19][C:20]1[CH:21]=[C:22]([CH2:26][NH2:27])[CH:23]=[CH:24][CH:25]=1.CN(C(ON1N=NC2C=CC=NC1=2)=[N+](C)C)C.F[P-](F)(F)(F)(F)F.OS([O-])(=O)=O.[K+]. (2) Given the product [CH2:1]1[O:17][C:16]2[C:3](=[CH:4][C:5]3[CH:6]=[C:7]([CH2:20][N:21]4[CH2:28][CH2:27][CH2:26][C@H:22]4[CH2:23][OH:24])[C:8]4[C:13]([C:14]=3[CH:15]=2)=[CH:12][C:11]([O:18][CH3:19])=[CH:10][CH:9]=4)[O:2]1, predict the reactants needed to synthesize it. The reactants are: [CH2:1]1[O:17][C:16]2[C:3](=[CH:4][C:5]3[CH:6]=[C:7]([CH2:20][N:21]4[CH2:28][CH2:27][CH2:26][C@H:22]4[C:23](O)=[O:24])[C:8]4[C:13]([C:14]=3[CH:15]=2)=[CH:12][C:11]([O:18][CH3:19])=[CH:10][CH:9]=4)[O:2]1.N. (3) The reactants are: Cl[C:2]1[C:11]2[C:6](=[CH:7][CH:8]=[C:9]([NH:12][S:13]([CH3:16])(=[O:15])=[O:14])[CH:10]=2)[CH:5]=[N:4][CH:3]=1.[CH3:17][O:18][CH2:19][CH2:20][N:21]1[CH:25]=[C:24]([C:26]2[CH:31]=[CH:30][C:29](B3OC(C)(C)C(C)(C)O3)=[CH:28][CH:27]=2)[CH:23]=[N:22]1.[O-]P([O-])([O-])=O.[K+].[K+].[K+]. Given the product [CH3:17][O:18][CH2:19][CH2:20][N:21]1[CH:25]=[C:24]([C:26]2[CH:31]=[CH:30][C:29]([C:2]3[C:11]4[C:6](=[CH:7][CH:8]=[C:9]([NH:12][S:13]([CH3:16])(=[O:15])=[O:14])[CH:10]=4)[CH:5]=[N:4][CH:3]=3)=[CH:28][CH:27]=2)[CH:23]=[N:22]1, predict the reactants needed to synthesize it. (4) Given the product [CH:1]1([N:4]2[CH2:9][C:8]3([CH2:14][CH2:13][N:12]([S:15]([C:18]4[CH:19]=[CH:20][C:21]([C:35]5[CH:44]=[C:43]6[C:38]([CH:39]=[C:40]([F:45])[CH:41]=[N:42]6)=[CH:37][CH:36]=5)=[CH:22][CH:23]=4)(=[O:17])=[O:16])[CH2:11][CH2:10]3)[O:7][CH2:6][C:5]2=[O:33])[CH2:2][CH2:3]1, predict the reactants needed to synthesize it. The reactants are: [CH:1]1([N:4]2[CH2:9][C:8]3([CH2:14][CH2:13][N:12]([S:15]([C:18]4[CH:23]=[CH:22][C:21](B5OC(C)(C)C(C)(C)O5)=[CH:20][CH:19]=4)(=[O:17])=[O:16])[CH2:11][CH2:10]3)[O:7][CH2:6][C:5]2=[O:33])[CH2:3][CH2:2]1.Br[C:35]1[CH:44]=[C:43]2[C:38]([CH:39]=[C:40]([F:45])[CH:41]=[N:42]2)=[CH:37][CH:36]=1.C(=O)([O-])[O-].[K+].[K+]. (5) Given the product [N:1]1([C:7]2[CH:13]=[C:11]([NH2:12])[C:10]([NH2:14])=[CH:9][CH:8]=2)[CH2:6][CH2:5][O:4][CH2:3][CH2:2]1, predict the reactants needed to synthesize it. The reactants are: [N:1]1([C:7]2[CH:8]=[CH:9][C:10]([N+:14]([O-])=O)=[C:11]([CH:13]=2)[NH2:12])[CH2:6][CH2:5][O:4][CH2:3][CH2:2]1. (6) Given the product [N:3]1([CH2:8][CH2:9][CH2:10][CH2:11][C:12]2[CH:13]=[CH:14][C:15]([O:18][CH2:20][C:21]3[N:22]=[C:23]([CH:26]=[CH:27][C:28]4[CH:29]=[CH:30][C:31]([S:34]([F:39])([F:35])([F:36])([F:37])[F:38])=[CH:32][CH:33]=4)[O:24][CH:25]=3)=[CH:16][CH:17]=2)[CH:7]=[CH:6][N:5]=[CH:4]1, predict the reactants needed to synthesize it. The reactants are: [H-].[Na+].[N:3]1([CH2:8][CH2:9][CH2:10][CH2:11][C:12]2[CH:17]=[CH:16][C:15]([OH:18])=[CH:14][CH:13]=2)[CH:7]=[CH:6][N:5]=[CH:4]1.Cl[CH2:20][C:21]1[N:22]=[C:23]([CH:26]=[CH:27][C:28]2[CH:33]=[CH:32][C:31]([S:34]([F:39])([F:38])([F:37])([F:36])[F:35])=[CH:30][CH:29]=2)[O:24][CH:25]=1.O. (7) Given the product [CH3:7][C:4]1[N:3]([C:8]2[CH:17]=[C:11]3[CH:12]([CH3:16])[NH:13][CH2:14][CH2:15][N:10]3[N:9]=2)[C:2]([CH3:1])=[CH:6][CH:5]=1, predict the reactants needed to synthesize it. The reactants are: [CH3:1][C:2]1[N:3]([C:8]2[CH:17]=[C:11]3[C:12]([CH3:16])=[N:13][CH2:14][CH2:15][N:10]3[N:9]=2)[C:4]([CH3:7])=[CH:5][CH:6]=1.[BH4-].[Na+]. (8) Given the product [Cl:8][C:4]1[CH:5]=[N:6][CH:7]=[C:2]([O:9][C:10]2[CH:11]=[C:12]3[C:16](=[CH:17][CH:18]=2)[C:15](=[O:19])[CH2:14][CH2:13]3)[N:3]=1, predict the reactants needed to synthesize it. The reactants are: Cl[C:2]1[CH:7]=[N:6][CH:5]=[C:4]([Cl:8])[N:3]=1.[OH:9][C:10]1[CH:11]=[C:12]2[C:16](=[CH:17][CH:18]=1)[C:15](=[O:19])[CH2:14][CH2:13]2.